Task: Regression. Given two drug SMILES strings and cell line genomic features, predict the synergy score measuring deviation from expected non-interaction effect.. Dataset: NCI-60 drug combinations with 297,098 pairs across 59 cell lines (1) Drug 2: C1CN1C2=NC(=NC(=N2)N3CC3)N4CC4. Synergy scores: CSS=21.3, Synergy_ZIP=-7.01, Synergy_Bliss=-5.32, Synergy_Loewe=-2.83, Synergy_HSA=-1.74. Cell line: PC-3. Drug 1: C1CN1P(=S)(N2CC2)N3CC3. (2) Synergy scores: CSS=64.5, Synergy_ZIP=-3.29, Synergy_Bliss=-0.806, Synergy_Loewe=-0.598, Synergy_HSA=0.0979. Drug 1: C1=NC(=NC(=O)N1C2C(C(C(O2)CO)O)O)N. Cell line: 786-0. Drug 2: C1=NC2=C(N1)C(=S)N=CN2. (3) Drug 1: CC1=C2C(C(=O)C3(C(CC4C(C3C(C(C2(C)C)(CC1OC(=O)C(C(C5=CC=CC=C5)NC(=O)C6=CC=CC=C6)O)O)OC(=O)C7=CC=CC=C7)(CO4)OC(=O)C)O)C)OC(=O)C. Drug 2: C1CC(=O)NC(=O)C1N2C(=O)C3=CC=CC=C3C2=O. Cell line: TK-10. Synergy scores: CSS=0.435, Synergy_ZIP=1.16, Synergy_Bliss=4.42, Synergy_Loewe=4.35, Synergy_HSA=5.76. (4) Drug 1: CC12CCC3C(C1CCC2O)C(CC4=C3C=CC(=C4)O)CCCCCCCCCS(=O)CCCC(C(F)(F)F)(F)F. Drug 2: CCCCCOC(=O)NC1=NC(=O)N(C=C1F)C2C(C(C(O2)C)O)O. Cell line: HT29. Synergy scores: CSS=-4.55, Synergy_ZIP=5.13, Synergy_Bliss=8.59, Synergy_Loewe=-0.773, Synergy_HSA=0.222. (5) Drug 1: C1=C(C(=O)NC(=O)N1)F. Drug 2: CCN(CC)CCNC(=O)C1=C(NC(=C1C)C=C2C3=C(C=CC(=C3)F)NC2=O)C. Cell line: HL-60(TB). Synergy scores: CSS=30.4, Synergy_ZIP=-24.6, Synergy_Bliss=-33.4, Synergy_Loewe=-34.8, Synergy_HSA=-34.4. (6) Drug 1: C1CC(=O)NC(=O)C1N2CC3=C(C2=O)C=CC=C3N. Drug 2: CN1C2=C(C=C(C=C2)N(CCCl)CCCl)N=C1CCCC(=O)O.Cl. Cell line: SN12C. Synergy scores: CSS=5.29, Synergy_ZIP=-1.97, Synergy_Bliss=0.414, Synergy_Loewe=-0.439, Synergy_HSA=-0.432.